From a dataset of Full USPTO retrosynthesis dataset with 1.9M reactions from patents (1976-2016). Predict the reactants needed to synthesize the given product. Given the product [Cl:1][C:2]1[CH:3]=[C:4]([C:9](=[O:11])[CH2:10][C:22](=[O:30])[C:23]([O:25][C:26]([CH3:29])([CH3:28])[CH3:27])=[O:24])[CH:5]=[C:6]([Cl:8])[CH:7]=1, predict the reactants needed to synthesize it. The reactants are: [Cl:1][C:2]1[CH:3]=[C:4]([C:9](=[O:11])[CH3:10])[CH:5]=[C:6]([Cl:8])[CH:7]=1.C[Si]([N-][Si](C)(C)C)(C)C.[Li+].[C:22](OC(C)(C)C)(=[O:30])[C:23]([O:25][C:26]([CH3:29])([CH3:28])[CH3:27])=[O:24].